From a dataset of Reaction yield outcomes from USPTO patents with 853,638 reactions. Predict the reaction yield, written as a fraction of the theoretical maximum amount of product (1.0 means a 100% yield; for example, 0.34 means a 34% yield). (1) The catalyst is CN(C=O)C. The reactants are [CH:1]1[C:14]2[C:5](=[N:6][C:7]3[C:12]([C:13]=2[NH:15][S:16]([C:19]2[C:24]([CH3:25])=[CH:23][C:22]([CH3:26])=[CH:21][C:20]=2[CH3:27])(=[O:18])=[O:17])=[CH:11][CH:10]=[CH:9][CH:8]=3)[CH:4]=[CH:3][CH:2]=1.[H-].[Na+].[Br:30][CH2:31][CH2:32][CH2:33][CH2:34][CH2:35]Br. The product is [CH:1]1[C:14]2[C:5](=[N:6][C:7]3[C:12]([C:13]=2[N:15]([CH2:35][CH2:34][CH2:33][CH2:32][CH2:31][Br:30])[S:16]([C:19]2[C:20]([CH3:27])=[CH:21][C:22]([CH3:26])=[CH:23][C:24]=2[CH3:25])(=[O:17])=[O:18])=[CH:11][CH:10]=[CH:9][CH:8]=3)[CH:4]=[CH:3][CH:2]=1. The yield is 0.600. (2) The reactants are [CH:1]([C:4]1[CH:9]=[CH:8][CH:7]=[CH:6][C:5]=1[C:10]1[C:18]2[O:17][CH:16]([CH2:19][NH2:20])[CH2:15][C:14]=2[CH:13]=[CH:12][CH:11]=1)([CH3:3])[CH3:2].C(N(C(C)C)CC)(C)C.Cl[C:31]([O:33][CH2:34][C:35]1[CH:40]=[CH:39][CH:38]=[CH:37][CH:36]=1)=[O:32]. No catalyst specified. The product is [CH2:34]([O:33][C:31](=[O:32])[NH:20][CH2:19][CH:16]1[CH2:15][C:14]2[CH:13]=[CH:12][CH:11]=[C:10]([C:5]3[CH:6]=[CH:7][CH:8]=[CH:9][C:4]=3[CH:1]([CH3:3])[CH3:2])[C:18]=2[O:17]1)[C:35]1[CH:40]=[CH:39][CH:38]=[CH:37][CH:36]=1. The yield is 0.890.